From a dataset of Forward reaction prediction with 1.9M reactions from USPTO patents (1976-2016). Predict the product of the given reaction. (1) Given the reactants [Br:1][C:2]1[CH:3]=[C:4]2[C:9](=[CH:10][CH:11]=1)[C:8](=[O:12])[N:7]([CH2:13][CH:14]1[CH2:16][CH2:15]1)[C:6]([C:17]([O:19][CH2:20][CH3:21])=[O:18])=[C:5]2[OH:22].[CH2:23](O)[CH2:24][CH2:25][CH3:26].C(P(CCCC)CCCC)CCC.N(C(N1CCCCC1)=O)=NC(N1CCCCC1)=O, predict the reaction product. The product is: [Br:1][C:2]1[CH:3]=[C:4]2[C:9](=[CH:10][CH:11]=1)[C:8](=[O:12])[N:7]([CH2:13][CH:14]1[CH2:15][CH2:16]1)[C:6]([C:17]([O:19][CH2:20][CH3:21])=[O:18])=[C:5]2[O:22][CH2:23][CH2:24][CH2:25][CH3:26]. (2) Given the reactants CCN(C(C)C)C(C)C.[CH3:10][C:11]1([CH3:34])[N:15]([C:16]([O:18][C:19]([CH3:22])([CH3:21])[CH3:20])=[O:17])[C@@H:14]([CH2:23][CH2:24][C:25]([N:27]2[C@H:31]([CH3:32])[CH2:30][O:29][C:28]2=[O:33])=[O:26])[CH2:13][O:12]1.[C:35]([O:39][C:40](=[O:43])[CH:41]=[CH2:42])([CH3:38])([CH3:37])[CH3:36], predict the reaction product. The product is: [C:35]([O:39][C:40](=[O:43])[CH2:41][CH2:42][C@@H:24]([C:25]([N:27]1[C@H:31]([CH3:32])[CH2:30][O:29][C:28]1=[O:33])=[O:26])[CH2:23][C@H:14]1[CH2:13][O:12][C:11]([CH3:10])([CH3:34])[N:15]1[C:16]([O:18][C:19]([CH3:20])([CH3:21])[CH3:22])=[O:17])([CH3:38])([CH3:37])[CH3:36].